From a dataset of Peptide-MHC class II binding affinity with 134,281 pairs from IEDB. Regression. Given a peptide amino acid sequence and an MHC pseudo amino acid sequence, predict their binding affinity value. This is MHC class II binding data. (1) The peptide sequence is QWKTANEAVQDPKFW. The MHC is HLA-DQA10102-DQB10501 with pseudo-sequence HLA-DQA10102-DQB10501. The binding affinity (normalized) is 0.300. (2) The peptide sequence is STGWNETIVENLLAN. The MHC is DRB1_0701 with pseudo-sequence DRB1_0701. The binding affinity (normalized) is 0.214.